Task: Predict the reactants needed to synthesize the given product.. Dataset: Full USPTO retrosynthesis dataset with 1.9M reactions from patents (1976-2016) Given the product [O:13]1[CH:14]=[CH:15][CH:16]=[C:12]1[C:10]1[C:9]2[N:17]=[C:18]([C:20]3[CH:25]=[CH:24][CH:23]=[CH:22][CH:21]=3)[S:19][C:8]=2[C:7]([OH:26])=[C:6]([C:4]([NH:27][CH2:28][C:29]([OH:31])=[O:30])=[O:5])[N:11]=1, predict the reactants needed to synthesize it. The reactants are: C(O[C:4]([C:6]1[N:11]=[C:10]([C:12]2[O:13][CH:14]=[CH:15][CH:16]=2)[C:9]2[N:17]=[C:18]([C:20]3[CH:25]=[CH:24][CH:23]=[CH:22][CH:21]=3)[S:19][C:8]=2[C:7]=1[OH:26])=[O:5])C.[NH2:27][CH2:28][C:29]([OH:31])=[O:30].